This data is from Peptide-MHC class I binding affinity with 185,985 pairs from IEDB/IMGT. The task is: Regression. Given a peptide amino acid sequence and an MHC pseudo amino acid sequence, predict their binding affinity value. This is MHC class I binding data. (1) The peptide sequence is ILLARLFLY. The MHC is HLA-B53:01 with pseudo-sequence HLA-B53:01. The binding affinity (normalized) is 0.213. (2) The peptide sequence is KLMALELFK. The MHC is HLA-B27:05 with pseudo-sequence HLA-B27:05. The binding affinity (normalized) is 0.680. (3) The peptide sequence is IISYIILFI. The MHC is HLA-A02:02 with pseudo-sequence HLA-A02:02. The binding affinity (normalized) is 0.905. (4) The peptide sequence is GTFHTMWHVT. The MHC is HLA-A32:01 with pseudo-sequence HLA-A32:01. The binding affinity (normalized) is 0.122.